From a dataset of Catalyst prediction with 721,799 reactions and 888 catalyst types from USPTO. Predict which catalyst facilitates the given reaction. (1) Reactant: [N:1]1([C:14]([O:16][C:17]([CH3:20])([CH3:19])[CH3:18])=[O:15])[CH2:5][C@@H:4]([C:6]([O:8]C)=[O:7])[CH2:3][C@H:2]1[C:10]([O:12][CH3:13])=[O:11].[OH-].[Na+].Cl. Product: [C:17]([O:16][C:14]([N:1]1[C@H:2]([C:10]([O:12][CH3:13])=[O:11])[CH2:3][C@H:4]([C:6]([OH:8])=[O:7])[CH2:5]1)=[O:15])([CH3:20])([CH3:18])[CH3:19]. The catalyst class is: 1. (2) Reactant: C[O:2][C:3]([C:5]1[CH:13]=[C:12]([CH3:14])[C:8]([C:9]([OH:11])=[O:10])=[C:7]([CH3:15])[CH:6]=1)=[O:4].[N+](=[CH2:18])=[N-].O.[OH-].[Li+]. Product: [CH3:15][C:7]1[CH:6]=[C:5]([CH:13]=[C:12]([CH3:14])[C:8]=1[C:9]([O:11][CH3:18])=[O:10])[C:3]([OH:2])=[O:4]. The catalyst class is: 24. (3) Reactant: [Br:1][C:2]1[CH:10]=[CH:9][C:5]([C:6](O)=[O:7])=[CH:4][C:3]=1[F:11].B.O1CCCC1.O. The catalyst class is: 1. Product: [Br:1][C:2]1[CH:10]=[CH:9][C:5]([CH2:6][OH:7])=[CH:4][C:3]=1[F:11]. (4) Reactant: [CH3:1][O:2][C:3]1[N:8]=[C:7]2[CH:9]=[CH:10][NH:11][C:6]2=[CH:5][CH:4]=1.[H-].[Na+].[CH3:14][CH:15]([Si:17](Cl)([CH:21]([CH3:23])[CH3:22])[CH:18]([CH3:20])[CH3:19])[CH3:16]. Product: [CH3:1][O:2][C:3]1[N:8]=[C:7]2[CH:9]=[CH:10][N:11]([Si:17]([CH:21]([CH3:23])[CH3:22])([CH:18]([CH3:20])[CH3:19])[CH:15]([CH3:16])[CH3:14])[C:6]2=[CH:5][CH:4]=1. The catalyst class is: 1. (5) Reactant: [S-:1][C:2]#[N:3].[NH4+].[Cl:5][C:6]1[CH:7]=[C:8]2[C:12](=[CH:13][CH:14]=1)[NH:11][N:10]=[C:9]2[NH2:15]. Product: [Cl:5][C:6]1[CH:7]=[C:8]2[C:12](=[CH:13][CH:14]=1)[NH:11][N:10]=[C:9]2[NH:15][C:2]([NH2:3])=[S:1]. The catalyst class is: 33. (6) Reactant: [OH:1][C@@H:2]([C:5]1[CH:10]=[C:9]([C:11]2[CH:16]=[CH:15][C:14]([O:17][C:18]3[CH:23]=[CH:22][C:21]([F:24])=[CH:20][CH:19]=3)=[CH:13][CH:12]=2)[N:8]=[C:7]([C:25]([O:27]C)=[O:26])[CH:6]=1)[CH2:3][OH:4].C1COCC1.O[Li].O. Product: [OH:1][C@@H:2]([C:5]1[CH:10]=[C:9]([C:11]2[CH:16]=[CH:15][C:14]([O:17][C:18]3[CH:23]=[CH:22][C:21]([F:24])=[CH:20][CH:19]=3)=[CH:13][CH:12]=2)[N:8]=[C:7]([C:25]([OH:27])=[O:26])[CH:6]=1)[CH2:3][OH:4]. The catalyst class is: 6. (7) Reactant: Cl[C:2]1[C:3]([NH:9][C:10]([NH:12][C:13](=[O:20])[C:14]2[CH:19]=[CH:18][CH:17]=[CH:16][CH:15]=2)=[S:11])=[N:4][CH:5]=[C:6]([Cl:8])[CH:7]=1.C[O-].[Na+].O. Product: [Cl:8][C:6]1[CH:7]=[C:2]2[S:11][C:10]([NH:12][C:13](=[O:20])[C:14]3[CH:19]=[CH:18][CH:17]=[CH:16][CH:15]=3)=[N:9][C:3]2=[N:4][CH:5]=1. The catalyst class is: 37.